From a dataset of Catalyst prediction with 721,799 reactions and 888 catalyst types from USPTO. Predict which catalyst facilitates the given reaction. (1) The catalyst class is: 1. Product: [F:1]/[C:2](=[C:8](/[C:10]1[CH:19]=[C:18]2[C:13]([C:14]([CH3:25])([CH3:24])[CH2:15][CH:16]=[C:17]2[C:20]([CH3:22])([CH3:21])[CH3:23])=[CH:12][C:11]=1[O:26][CH2:27][CH2:28][CH3:29])\[CH3:9])/[CH2:3][OH:4]. Reactant: [F:1]/[C:2](=[C:8](/[C:10]1[CH:19]=[C:18]2[C:13]([C:14]([CH3:25])([CH3:24])[CH2:15][CH:16]=[C:17]2[C:20]([CH3:23])([CH3:22])[CH3:21])=[CH:12][C:11]=1[O:26][CH2:27][CH2:28][CH3:29])\[CH3:9])/[C:3](OCC)=[O:4].[H-].C([Al+]CC(C)C)C(C)C. (2) Reactant: [H-].[Na+].[Cl:3][C:4]1[CH:5]=[C:6]([NH2:12])[C:7]([O:10][CH3:11])=[N:8][CH:9]=1.[Cl:13][C:14]1[C:19]([CH3:20])=[CH:18][C:17]([N+:21]([O-:23])=[O:22])=[C:16](Cl)[N:15]=1. Product: [Cl:13][C:14]1[N:15]=[C:16]([NH:12][C:6]2[C:7]([O:10][CH3:11])=[N:8][CH:9]=[C:4]([Cl:3])[CH:5]=2)[C:17]([N+:21]([O-:23])=[O:22])=[CH:18][C:19]=1[CH3:20]. The catalyst class is: 7. (3) Reactant: Cl[C:2]1[C:11]2[C:6](=[CH:7][C:8]([O:18][CH2:19][CH2:20][N:21]3[CH2:25][CH2:24][CH2:23][CH2:22]3)=[CH:9][C:10]=2[N:12]2[CH2:17][CH2:16][O:15][CH2:14][CH2:13]2)[N:5]=[CH:4][N:3]=1.[Cl:26][C:27]1[C:32]([NH2:33])=[C:31]2[O:34][CH2:35][O:36][C:30]2=[CH:29][CH:28]=1. Product: [Cl:26][C:27]1[C:32]([NH:33][C:2]2[C:11]3[C:6](=[CH:7][C:8]([O:18][CH2:19][CH2:20][N:21]4[CH2:25][CH2:24][CH2:23][CH2:22]4)=[CH:9][C:10]=3[N:12]3[CH2:17][CH2:16][O:15][CH2:14][CH2:13]3)[N:5]=[CH:4][N:3]=2)=[C:31]2[O:34][CH2:35][O:36][C:30]2=[CH:29][CH:28]=1. The catalyst class is: 32. (4) Reactant: [CH2:1]([C@H:8]1[CH2:12][S:11][C:10](=[O:13])[N:9]1[C:14](=[O:28])[CH2:15][CH2:16][N:17]1[C:22](=[O:23])[C:21]2[CH:24]=[CH:25][CH:26]=[CH:27][C:20]=2[N:19]=[N:18]1)[C:2]1[CH:7]=[CH:6][CH:5]=[CH:4][CH:3]=1.C1C[C@H]2N(C[C@H]3[C@@H]4CCCCN4C[C@@H]2C3)CC1.[F:46][C:47]1[CH:52]=[CH:51][C:50]([C:53]2[CH:58]=[CH:57][C:56]([CH2:59][CH2:60][CH:61]=[O:62])=[CH:55][CH:54]=2)=[CH:49][CH:48]=1. Product: [CH2:1]([C@H:8]1[CH2:12][S:11][C:10](=[O:13])[N:9]1[C:14]([C@@H:15]([C@@H:61]([OH:62])[CH2:60][CH2:59][C:56]1[CH:57]=[CH:58][C:53]([C:50]2[CH:51]=[CH:52][C:47]([F:46])=[CH:48][CH:49]=2)=[CH:54][CH:55]=1)[CH2:16][N:17]1[C:22](=[O:23])[C:21]2[CH:24]=[CH:25][CH:26]=[CH:27][C:20]=2[N:19]=[N:18]1)=[O:28])[C:2]1[CH:7]=[CH:6][CH:5]=[CH:4][CH:3]=1. The catalyst class is: 528. (5) Reactant: [C:1]([O:4][C@H:5]1[C@H:10]([O:11][C:12](=[O:14])[CH3:13])[C@@H:9]([O:15][C:16](=[O:18])[CH3:17])[C@H:8]([C:19]2[CH:24]=[CH:23][C:22](Br)=[C:21]([CH2:26][C:27]3[S:28][C:29]([C:32]4[O:33][CH:34]=[CH:35][CH:36]=4)=[CH:30][N:31]=3)[CH:20]=2)[O:7][C@@H:6]1[CH2:37][O:38][C:39](=[O:41])[CH3:40])(=[O:3])[CH3:2].[CH:42]1(B(O)O)[CH2:44][CH2:43]1.F[B-](F)(F)F.C1([PH+](C2CCCCC2)C2CCCCC2)CCCCC1.C(=O)([O-])[O-].[Cs+].[Cs+]. Product: [C:1]([O:4][C@H:5]1[C@H:10]([O:11][C:12](=[O:14])[CH3:13])[C@@H:9]([O:15][C:16](=[O:18])[CH3:17])[C@H:8]([C:19]2[CH:24]=[CH:23][C:22]([CH:42]3[CH2:44][CH2:43]3)=[C:21]([CH2:26][C:27]3[S:28][C:29]([C:32]4[O:33][CH:34]=[CH:35][CH:36]=4)=[CH:30][N:31]=3)[CH:20]=2)[O:7][C@@H:6]1[CH2:37][O:38][C:39](=[O:41])[CH3:40])(=[O:3])[CH3:2]. The catalyst class is: 167. (6) Reactant: [OH:1][C@H:2]1[C@H:7]([CH2:8][OH:9])[CH2:6][CH2:5][NH:4][CH2:3]1.[C:10](O[C:10]([O:12][C:13]([CH3:16])([CH3:15])[CH3:14])=[O:11])([O:12][C:13]([CH3:16])([CH3:15])[CH3:14])=[O:11]. Product: [OH:1][C@H:2]1[C@H:7]([CH2:8][OH:9])[CH2:6][CH2:5][N:4]([C:10]([O:12][C:13]([CH3:16])([CH3:15])[CH3:14])=[O:11])[CH2:3]1. The catalyst class is: 2. (7) Reactant: [OH-].[Na+].[Cl:3][C:4]1[C:9]2[O:10][CH:11]([CH3:13])[O:12][C:8]=2[CH:7]=[C:6]([C:14]([C@H:16]2[CH2:18][C@@H:17]2[C:19]([O:21]C)=[O:20])=[O:15])[CH:5]=1.Cl. Product: [Cl:3][C:4]1[C:9]2[O:10][CH:11]([CH3:13])[O:12][C:8]=2[CH:7]=[C:6]([C:14]([C@H:16]2[CH2:18][C@@H:17]2[C:19]([OH:21])=[O:20])=[O:15])[CH:5]=1. The catalyst class is: 12. (8) Reactant: [CH3:1][O:2][C:3](=[O:11])[C:4]1[CH:9]=[CH:8][CH:7]=[CH:6][C:5]=1[CH3:10].[Br:12]N1C(=O)CCC1=O.N(C1(C#N)CCCCC1)=NC1(C#N)CCCCC1. Product: [CH3:1][O:2][C:3](=[O:11])[C:4]1[CH:9]=[CH:8][CH:7]=[CH:6][C:5]=1[CH2:10][Br:12]. The catalyst class is: 53.